Dataset: Catalyst prediction with 721,799 reactions and 888 catalyst types from USPTO. Task: Predict which catalyst facilitates the given reaction. (1) Reactant: [NH2:1][C@H:2]([C:10]([OH:12])=[O:11])[CH2:3][C:4]1[CH:9]=[CH:8][CH:7]=[CH:6][CH:5]=1.NC1C=CC(C[C@@H:19]([C:21]([OH:23])=O)[NH2:20])=CC=1.[CH:26]([OH:29])(C)[CH3:27]. Product: [OH:29][CH2:26][CH2:27][N:20]([CH2:19][CH2:21][OH:23])[C:7]1[CH:8]=[CH:9][C:4]([CH2:3][C@@H:2]([C:10]([OH:12])=[O:11])[NH2:1])=[CH:5][CH:6]=1. The catalyst class is: 6. (2) Reactant: [CH3:1][C:2](=[CH:7]OS(C1C=CC(C)=CC=1)(=O)=O)[C:3]([O:5][CH3:6])=[O:4].[C:19]1([OH:25])[CH:24]=[CH:23][CH:22]=[CH:21][CH:20]=1.C(=O)([O-])[O-].[Cs+].[Cs+].O. Product: [CH3:7]/[C:2](=[CH:1]\[O:25][C:19]1[CH:24]=[CH:23][CH:22]=[CH:21][CH:20]=1)/[C:3]([O:5][CH3:6])=[O:4]. The catalyst class is: 3. (3) Reactant: [C:1]1([N:7]2[C:12]3[CH:13]=[C:14]([C:17]([NH:19][CH2:20][CH2:21][CH2:22][NH:23][C:24]4[CH:29]=[CH:28][CH:27]=[CH:26][N:25]=4)=[O:18])[CH:15]=[CH:16][C:11]=3[O:10][CH:9]([CH2:30][C:31]([O:33]C)=[O:32])[CH2:8]2)[CH:6]=[CH:5][CH:4]=[CH:3][CH:2]=1.[OH-].[Na+].Cl. Product: [C:1]1([N:7]2[C:12]3[CH:13]=[C:14]([C:17]([NH:19][CH2:20][CH2:21][CH2:22][NH:23][C:24]4[CH:29]=[CH:28][CH:27]=[CH:26][N:25]=4)=[O:18])[CH:15]=[CH:16][C:11]=3[O:10][CH:9]([CH2:30][C:31]([OH:33])=[O:32])[CH2:8]2)[CH:2]=[CH:3][CH:4]=[CH:5][CH:6]=1. The catalyst class is: 8. (4) Reactant: [Si:1]([O:8][CH:9]1[CH2:32][CH2:31][C@@:30]2([CH3:33])[C@@H:11]([CH2:12][CH2:13][C:14]3[C:15]4[C@:26]([CH3:34])([CH2:27][CH2:28][C:29]=32)[C@@H:18]([C@H:19]([CH3:25])[CH2:20][CH2:21][C:22](O)=O)[CH2:17][CH:16]=4)[C:10]1([CH3:36])[CH3:35])([C:4]([CH3:7])([CH3:6])[CH3:5])([CH3:3])[CH3:2].[NH3:37].[H-].[Al+3].[Li+].[H-].[H-].[H-]. Product: [Si:1]([O:8][C@H:9]1[CH2:32][CH2:31][C@@:30]2([CH3:33])[C@@H:11]([CH2:12][CH2:13][C:14]3[C:15]4[C@:26]([CH3:34])([CH2:27][CH2:28][C:29]=32)[C@@H:18]([C@H:19]([CH3:25])[CH2:20][CH2:21][CH2:22][NH2:37])[CH2:17][CH:16]=4)[C:10]1([CH3:36])[CH3:35])([C:4]([CH3:7])([CH3:6])[CH3:5])([CH3:3])[CH3:2]. The catalyst class is: 1. (5) Reactant: [OH-].[Na+].[CH2:3]([NH:10][C:11](=[O:33])[N:12]([C:14]1[CH:15]=[C:16]([C:20]2[CH:25]=[CH:24][C:23]([CH:26]=[CH:27][C:28]([O:30]CC)=[O:29])=[CH:22][CH:21]=2)[CH:17]=[CH:18][CH:19]=1)[CH3:13])[CH2:4][CH2:5][CH2:6][CH2:7][CH2:8][CH3:9].O1CCCC1.CO.O. Product: [CH2:3]([NH:10][C:11](=[O:33])[N:12]([C:14]1[CH:15]=[C:16]([C:20]2[CH:25]=[CH:24][C:23]([CH:26]=[CH:27][C:28]([OH:30])=[O:29])=[CH:22][CH:21]=2)[CH:17]=[CH:18][CH:19]=1)[CH3:13])[CH2:4][CH2:5][CH2:6][CH2:7][CH2:8][CH3:9]. The catalyst class is: 15.